Predict the product of the given reaction. From a dataset of Forward reaction prediction with 1.9M reactions from USPTO patents (1976-2016). (1) Given the reactants [F:1][C:2]1[CH:30]=[CH:29][C:5]([CH2:6][N:7]2[CH2:12][CH2:11][CH:10]([N:13]([CH3:28])[C:14]([N:16]3[CH:20]=[C:19]([C:21]4[CH:26]=[CH:25][CH:24]=[C:23]([OH:27])[CH:22]=4)[N:18]=[CH:17]3)=[O:15])[CH2:9][CH2:8]2)=[CH:4][C:3]=1[O:31][CH3:32].[S:33](Cl)(=[O:36])(=[O:35])[NH2:34], predict the reaction product. The product is: [S:33](=[O:36])(=[O:35])([O:27][C:23]1[CH:24]=[CH:25][CH:26]=[C:21]([C:19]2[N:18]=[CH:17][N:16]([C:14](=[O:15])[N:13]([CH:10]3[CH2:11][CH2:12][N:7]([CH2:6][C:5]4[CH:29]=[CH:30][C:2]([F:1])=[C:3]([O:31][CH3:32])[CH:4]=4)[CH2:8][CH2:9]3)[CH3:28])[CH:20]=2)[CH:22]=1)[NH2:34]. (2) Given the reactants [NH2:1][C:2]1[N:7]=[C:6]([C:8]2[C:16]3[C:11](=[N:12][CH:13]=[CH:14][C:15]=3[N:17]3[CH2:21][CH2:20][CH2:19][C@H:18]3[CH2:22]O)[N:10](S(C3C=CC=CC=3)(=O)=O)[CH:9]=2)[CH:5]=[CH:4][N:3]=1.COCCN(S(F)(F)[F:43])CCOC.[OH-].[Na+], predict the reaction product. The product is: [F:43][CH2:22][C@@H:18]1[CH2:19][CH2:20][CH2:21][N:17]1[C:15]1[CH:14]=[CH:13][N:12]=[C:11]2[NH:10][CH:9]=[C:8]([C:6]3[CH:5]=[CH:4][N:3]=[C:2]([NH2:1])[N:7]=3)[C:16]=12. (3) The product is: [N:1]1[C:10]2[C:5](=[CH:6][CH:7]=[CH:8][CH:9]=2)[C:4]([NH:11][C:12]2[CH:13]=[C:14]([NH:26][C:29](=[O:42])[CH2:35][CH2:34][CH2:33][CH2:31][CH3:30])[CH:15]=[CH:16][CH:17]=2)=[CH:3][CH:2]=1. Given the reactants [N:1]1[C:10]2[C:5](=[CH:6][CH:7]=[CH:8][CH:9]=2)[C:4]([NH:11][C:12]2[CH:17]=[CH:16][C:15](NC(=O)CCCCC)=[CH:14][CH:13]=2)=[CH:3][CH:2]=1.[N+:26]([C:29]1[CH:30]=[C:31]([CH:33]=[CH:34][CH:35]=1)N)([O-])=O.C(Cl)(=[O:42])CCCCC.ClC1C2C(=CC=CC=2)N=CC=1, predict the reaction product. (4) Given the reactants [C:1]([O:4][C@H:5]1[CH2:10][CH2:9][C@H:8]([N:11]=[N+]=[N-])[CH:7]=[CH:6]1)(=[O:3])[CH3:2].[C:14](O[C:14]([O:16][C:17]([CH3:20])([CH3:19])[CH3:18])=[O:15])([O:16][C:17]([CH3:20])([CH3:19])[CH3:18])=[O:15], predict the reaction product. The product is: [C:1]([O:4][C@H:5]1[CH2:10][CH2:9][C@H:8]([NH:11][C:14]([O:16][C:17]([CH3:20])([CH3:19])[CH3:18])=[O:15])[CH:7]=[CH:6]1)(=[O:3])[CH3:2]. (5) Given the reactants Cl[C:2]1[C:3]([NH:8][C:9]2[CH:14]=[CH:13][CH:12]=[CH:11][CH:10]=2)=[N:4][CH:5]=[CH:6][N:7]=1.[CH3:15][NH2:16], predict the reaction product. The product is: [CH3:15][NH:16][C:2]1[C:3]([NH:8][C:9]2[CH:14]=[CH:13][CH:12]=[CH:11][CH:10]=2)=[N:4][CH:5]=[CH:6][N:7]=1. (6) Given the reactants [Cl:1][C:2]1[CH:3]=[C:4]2[C:8](=[CH:9][CH:10]=1)[NH:7][C:6]([C:11]([NH:13][C@@H:14]1[CH2:19][CH2:18][C@H:17]([C:20]([O:22]C)=[O:21])[CH2:16][C@@H:15]1[NH:24][C:25]([C:27]1[S:28][C:29]3[CH2:30][N:31]([CH3:36])[CH2:32][CH2:33][C:34]=3[N:35]=1)=[O:26])=[O:12])=[CH:5]2.[OH-].[Li+].Cl, predict the reaction product. The product is: [ClH:1].[C:20]([C@H:17]1[CH2:18][CH2:19][C@@H:14]([NH:13][C:11]([C:6]2[NH:7][C:8]3[C:4]([CH:5]=2)=[CH:3][C:2]([Cl:1])=[CH:10][CH:9]=3)=[O:12])[C@@H:15]([NH:24][C:25]([C:27]2[S:28][C:29]3[CH2:30][N:31]([CH3:36])[CH2:32][CH2:33][C:34]=3[N:35]=2)=[O:26])[CH2:16]1)([OH:22])=[O:21]. (7) The product is: [F:5][C:6]1[C:15]([OH:16])=[CH:14][CH:13]=[C:12]2[C:7]=1[CH:8]=[CH:9][CH:10]=[C:11]2[C:18]([OH:20])=[O:19]. Given the reactants B(Br)(Br)Br.[F:5][C:6]1[C:15]([O:16]C)=[CH:14][CH:13]=[C:12]2[C:7]=1[CH:8]=[CH:9][CH:10]=[C:11]2[C:18]([OH:20])=[O:19].[NH4+].[OH-].Cl, predict the reaction product. (8) Given the reactants [OH:1][C@@H:2]([CH2:8]O)[CH2:3][C:4]([O:6][CH3:7])=[O:5].C1C=CC(P(C2C=CC=CC=2)C2C=CC=CC=2)=CC=1.C1C(=O)N([Cl:36])C(=O)C1, predict the reaction product. The product is: [Cl:36][CH2:8][C@H:2]([OH:1])[CH2:3][C:4]([O:6][CH3:7])=[O:5]. (9) Given the reactants [N:1]1([C:5]([C:7]2[CH:12]=[CH:11][C:10]([OH:13])=[CH:9][N:8]=2)=[O:6])[CH2:4][CH2:3][CH2:2]1.F[C:15]1[CH:20]=[CH:19][C:18]([N+:21]([O-:23])=[O:22])=[CH:17][C:16]=1[C@H:24]1[CH2:28][CH2:27][CH2:26][N:25]1[C:29](=[O:31])[CH3:30], predict the reaction product. The product is: [N:1]1([C:5]([C:7]2[N:8]=[CH:9][C:10]([O:13][C:15]3[CH:20]=[CH:19][C:18]([N+:21]([O-:23])=[O:22])=[CH:17][C:16]=3[C@H:24]3[CH2:28][CH2:27][CH2:26][N:25]3[C:29](=[O:31])[CH3:30])=[CH:11][CH:12]=2)=[O:6])[CH2:4][CH2:3][CH2:2]1.